This data is from Forward reaction prediction with 1.9M reactions from USPTO patents (1976-2016). The task is: Predict the product of the given reaction. (1) Given the reactants [H-].[Na+].Br[C:4]1[CH:5]=[C:6]2[C:10](=[CH:11][CH:12]=1)[NH:9][CH:8]=[C:7]2C1CCN(C)CC=1.C1(S(Cl)(=O)=O)C=CC=CC=1, predict the reaction product. The product is: [NH:9]1[C:10]2[C:6](=[CH:5][CH:4]=[CH:12][CH:11]=2)[CH:7]=[CH:8]1. (2) Given the reactants Br[C:2]1[CH:6]=[C:5]([Si](C)(C)C)[S:4][C:3]=1[C:11]1[S:12][C:13]([Si](C)(C)C)=[CH:14][C:15]=1Br.C([Li])CCC.Cl[Si:27](Cl)([CH2:34][CH2:35][CH2:36][CH2:37][CH2:38][CH3:39])[CH2:28][CH2:29][CH2:30][CH2:31][CH2:32][CH3:33].O, predict the reaction product. The product is: [CH2:34]([Si:27]1([CH2:28][CH2:29][CH2:30][CH2:31][CH2:32][CH3:33])[C:2]2[CH:6]=[CH:5][S:4][C:3]=2[C:11]2[S:12][CH:13]=[CH:14][C:15]1=2)[CH2:35][CH2:36][CH2:37][CH2:38][CH3:39]. (3) Given the reactants [C:1]([O:5][C:6](=[O:17])[NH:7][C:8]1[CH:13]=[C:12](Cl)[C:11]([Cl:15])=[C:10]([Cl:16])[CH:9]=1)([CH3:4])([CH3:3])[CH3:2].[OH-:18].[K+], predict the reaction product. The product is: [C:1]([O:5][C:6](=[O:17])[NH:7][C:8]1[CH:13]=[C:12]([OH:18])[C:11]([Cl:15])=[C:10]([Cl:16])[CH:9]=1)([CH3:4])([CH3:3])[CH3:2]. (4) Given the reactants [Br:1][C:2]1[CH:3]=[C:4]([C:16]([NH2:18])=[O:17])[C:5]2[NH:6][C:7]3[C:12]([C:13]=2[CH:14]=1)=[CH:11][CH:10]=[C:9](I)[CH:8]=3.CC1(C)C(C)(C)OB([C:27]2[CH:28]=[CH:29][C:30]([N:33]3[CH2:38][CH2:37][O:36][CH2:35][CH2:34]3)=[N:31][CH:32]=2)O1.C([O-])([O-])=O.[Na+].[Na+], predict the reaction product. The product is: [Br:1][C:2]1[CH:3]=[C:4]([C:16]([NH2:18])=[O:17])[C:5]2[NH:6][C:7]3[C:12]([C:13]=2[CH:14]=1)=[CH:11][CH:10]=[C:9]([C:27]1[CH:32]=[N:31][C:30]([N:33]2[CH2:34][CH2:35][O:36][CH2:37][CH2:38]2)=[CH:29][CH:28]=1)[CH:8]=3. (5) Given the reactants [F:1][C:2]1[CH:7]=[CH:6][CH:5]=[C:4]([F:8])[C:3]=1[N:9]1[CH2:13][CH2:12][C:11]([NH2:14])=[N:10]1.[C:15](OC(=O)C)(=[O:17])[CH3:16], predict the reaction product. The product is: [F:8][C:4]1[CH:5]=[CH:6][CH:7]=[C:2]([F:1])[C:3]=1[N:9]1[CH2:13][CH2:12][C:11]([NH:14][C:15](=[O:17])[CH3:16])=[N:10]1. (6) Given the reactants Br[C:2]1[CH:3]=[CH:4][C:5]([F:26])=[C:6]([C:8]2([C:19]3[CH:24]=[CH:23][N:22]=[C:21]([CH3:25])[CH:20]=3)[C:16]3[C:11](=[C:12]([F:17])[CH:13]=[CH:14][CH:15]=3)[C:10]([NH2:18])=[N:9]2)[CH:7]=1.[CH3:27][S:28]([C:31]1[CH:32]=[C:33](B(O)O)[CH:34]=[N:35][CH:36]=1)(=[O:30])=[O:29], predict the reaction product. The product is: [F:17][C:12]1[CH:13]=[CH:14][CH:15]=[C:16]2[C:11]=1[C:10]([NH2:18])=[N:9][C:8]2([C:6]1[CH:7]=[C:2]([C:33]2[CH:34]=[N:35][CH:36]=[C:31]([S:28]([CH3:27])(=[O:30])=[O:29])[CH:32]=2)[CH:3]=[CH:4][C:5]=1[F:26])[C:19]1[CH:24]=[CH:23][N:22]=[C:21]([CH3:25])[CH:20]=1.